This data is from Catalyst prediction with 721,799 reactions and 888 catalyst types from USPTO. The task is: Predict which catalyst facilitates the given reaction. (1) Reactant: [Si]([O:8][CH:9]1[C:13]2=[CH:14][C:15]3[CH:16]=[C:17]([C:21]4[N:26]([CH2:27][C:28]5[CH:33]=[CH:32][C:31]([O:34][CH3:35])=[CH:30][C:29]=5[O:36][CH3:37])[C:25](=[O:38])[C:24]([C:39]([O:41][CH3:42])=[O:40])=[CH:23][C:22]=4[CH2:43][CH3:44])[CH:18]=[CH:19][C:20]=3[N:12]2[CH2:11][CH2:10]1)(C(C)(C)C)(C)C.CCCC[N+](CCCC)(CCCC)CCCC.[F-]. Product: [CH3:37][O:36][C:29]1[CH:30]=[C:31]([O:34][CH3:35])[CH:32]=[CH:33][C:28]=1[CH2:27][N:26]1[C:21]([C:17]2[CH:18]=[CH:19][C:20]3[N:12]4[CH2:11][CH2:10][CH:9]([OH:8])[C:13]4=[CH:14][C:15]=3[CH:16]=2)=[C:22]([CH2:43][CH3:44])[CH:23]=[C:24]([C:39]([O:41][CH3:42])=[O:40])[C:25]1=[O:38]. The catalyst class is: 1. (2) Reactant: [C:1]([O-:4])(=[O:3])[CH3:2].[Na+].[CH2:6](O)C.[O:9]1[C:19]2[C:14](=[CH:15][CH:16]=[CH:17][CH:18]=2)[C:12](=[O:13])[CH:11]([C:20]2[CH:21]=[CH:22][CH:23]=[C:24]3[C:29]=2[O:28][CH:27]([C:30]2[CH:35]=[CH:34][CH:33]=[CH:32][CH:31]=2)[CH2:26][C:25]3=[O:36])[CH:10]1[C:37]1[CH:42]=[CH:41][CH:40]=[CH:39][CH:38]=1. Product: [O:9]1[C:19]2[C:14](=[CH:15][CH:16]=[CH:17][CH:18]=2)[C:12](=[O:13])[CH:11]([C:20]2[CH:21]=[CH:22][CH:23]=[C:24]3[C:29]=2[O:28][CH:27]([C:30]2[CH:31]=[CH:32][CH:33]=[CH:34][CH:35]=2)[CH2:26][C:25]3=[O:36])[CH:10]1[C:37]1[CH:38]=[CH:39][CH:40]=[CH:41][CH:42]=1.[CH3:2][C:1]1([CH3:6])[O:4][O:3]1. The catalyst class is: 21.